Task: Predict the reactants needed to synthesize the given product.. Dataset: Full USPTO retrosynthesis dataset with 1.9M reactions from patents (1976-2016) (1) Given the product [S:33]=[C:2]1[C:10]2([CH2:15][CH2:14][CH2:13][CH2:12][CH2:11]2)[C:9]2[C:4](=[CH:5][CH:6]=[C:7]([C:16]3[N:20]([CH3:21])[C:19]([C:22]#[N:23])=[CH:18][CH:17]=3)[CH:8]=2)[NH:3]1, predict the reactants needed to synthesize it. The reactants are: O=[C:2]1[C:10]2([CH2:15][CH2:14][CH2:13][CH2:12][CH2:11]2)[C:9]2[C:4](=[CH:5][CH:6]=[C:7]([C:16]3[N:20]([CH3:21])[C:19]([C:22]#[N:23])=[CH:18][CH:17]=3)[CH:8]=2)[NH:3]1.COC1C=CC(P2(SP(C3C=CC(OC)=CC=3)(=S)S2)=[S:33])=CC=1.O. (2) The reactants are: [F:1][C:2]1[CH:10]=[C:9]2[C:5]([C:6]([CH2:11][C:12]#[N:13])=[CH:7][NH:8]2)=[CH:4][CH:3]=1.[OH-].[Na+]. Given the product [F:1][C:2]1[CH:10]=[C:9]2[C:5](=[CH:4][CH:3]=1)[C:6]([CH2:11][CH2:12][NH2:13])=[CH:7][NH:8]2, predict the reactants needed to synthesize it. (3) Given the product [ClH:35].[F:16][C:12]1[C:11]2[O:17][C:23]([C:22]3[CH:26]=[CH:27][C:28]([C:29]4[CH:34]=[CH:33][CH:32]=[CH:31][N:30]=4)=[C:20]([O:19][CH3:18])[CH:21]=3)=[N:9][C:10]=2[CH:15]=[CH:14][CH:13]=1, predict the reactants needed to synthesize it. The reactants are: C[Si](OP(=O)=O)(C)C.[NH2:9][C:10]1[CH:15]=[CH:14][CH:13]=[C:12]([F:16])[C:11]=1[OH:17].[CH3:18][O:19][C:20]1[CH:21]=[C:22]([CH:26]=[CH:27][C:28]=1[C:29]1[CH:34]=[CH:33][CH:32]=[CH:31][N:30]=1)[C:23](O)=O.[ClH:35]. (4) Given the product [Br:1][C:2]1[CH:3]=[C:4]([CH:5]=[CH:6][CH:7]=1)[O:8][CH2:14][CH2:15][CH2:16][C:17]([O:19][CH2:20][CH3:21])=[O:18], predict the reactants needed to synthesize it. The reactants are: [Br:1][C:2]1[CH:3]=[C:4]([OH:8])[CH:5]=[CH:6][CH:7]=1.C(=O)([O-])[O-].Br[CH2:14][CH2:15][CH2:16][C:17]([O:19][CH2:20][CH3:21])=[O:18]. (5) Given the product [CH2:1]1[O:9][C:8]2[CH:7]=[CH:6][C:5]([CH:10]3[C:22]4[NH:21][C:20]5[C:15](=[CH:16][CH:17]=[CH:18][CH:19]=5)[C:14]=4[CH2:13][CH2:12][N:11]3[CH2:30][C:27]3[CH:28]=[CH:29][N:24]=[CH:25][CH:26]=3)=[CH:4][C:3]=2[O:2]1, predict the reactants needed to synthesize it. The reactants are: [CH2:1]1[O:9][C:8]2[CH:7]=[CH:6][C:5]([CH:10]3[C:22]4[NH:21][C:20]5[C:15](=[CH:16][CH:17]=[CH:18][CH:19]=5)[C:14]=4[CH2:13][CH2:12][NH:11]3)=[CH:4][C:3]=2[O:2]1.Cl.[N:24]1[CH:29]=[CH:28][C:27]([CH2:30]Cl)=[CH:26][CH:25]=1.C1CCN2C(=NCCC2)CC1.O. (6) Given the product [C:46]([NH:50][C:10]([C:1]1[CH:2]=[CH:3][N:4]2[C:9]=1[CH:8]=[CH:7][CH:6]=[CH:5]2)=[O:12])([CH3:49])([CH3:48])[CH3:47], predict the reactants needed to synthesize it. The reactants are: [C:1]1([C:10]([OH:12])=O)[CH:2]=[CH:3][N:4]2[C:9]=1[CH:8]=[CH:7][CH:6]=[CH:5]2.CN(C(ON1N=NC2C=CC=NC1=2)=[N+](C)C)C.F[P-](F)(F)(F)(F)F.CCN(C(C)C)C(C)C.[C:46]([NH2:50])([CH3:49])([CH3:48])[CH3:47]. (7) Given the product [NH2:1][C:2](=[O:37])[C@@H:3]([NH:20][C:21]([C:23]1([NH:29][C:30](=[O:36])[O:31][C:32]([CH3:33])([CH3:35])[CH3:34])[CH2:28][CH2:27][O:26][CH2:25][CH2:24]1)=[O:22])[CH2:4][C:5]1[CH:6]=[CH:7][C:8]([C:39]2[CH:47]=[C:46]3[C:42](=[CH:41][CH:40]=2)[CH2:43][N:44]([CH3:49])[C:45]3=[O:48])=[CH:9][CH:10]=1, predict the reactants needed to synthesize it. The reactants are: [NH2:1][C:2](=[O:37])[C@@H:3]([NH:20][C:21]([C:23]1([NH:29][C:30](=[O:36])[O:31][C:32]([CH3:35])([CH3:34])[CH3:33])[CH2:28][CH2:27][O:26][CH2:25][CH2:24]1)=[O:22])[CH2:4][C:5]1[CH:10]=[CH:9][C:8](B2OC(C)(C)C(C)(C)O2)=[CH:7][CH:6]=1.Br[C:39]1[CH:47]=[C:46]2[C:42]([CH2:43][N:44]([CH3:49])[C:45]2=[O:48])=[CH:41][CH:40]=1.C([O-])(=O)C.[K+]. (8) Given the product [Cl:3][C:4]1[CH:5]=[CH:6][C:7]([C:10]2[S:18][C:17]3[C:16](=[O:19])[N:15]([CH2:20][CH2:21][C:22]4[CH:23]=[CH:24][C:25]([CH2:28][N:29]([CH3:30])[C:34]([CH:31]5[CH2:33][CH2:32]5)=[O:35])=[CH:26][CH:27]=4)[CH:14]=[N:13][C:12]=3[CH:11]=2)=[CH:8][CH:9]=1, predict the reactants needed to synthesize it. The reactants are: Cl.Cl.[Cl:3][C:4]1[CH:9]=[CH:8][C:7]([C:10]2[S:18][C:17]3[C:16](=[O:19])[N:15]([CH2:20][CH2:21][C:22]4[CH:27]=[CH:26][C:25]([CH2:28][NH:29][CH3:30])=[CH:24][CH:23]=4)[CH:14]=[N:13][C:12]=3[CH:11]=2)=[CH:6][CH:5]=1.[CH:31]1([C:34](Cl)=[O:35])[CH2:33][CH2:32]1.C(N(CC)CC)C.O1CCCC1. (9) Given the product [CH3:1][O:2][C:3](=[O:12])[C:4]1[CH:9]=[C:8]([Cl:10])[CH:7]=[C:6]([N:11]=[CH:17][C:16]2[CH:19]=[CH:20][CH:21]=[C:14]([Br:13])[CH:15]=2)[CH:5]=1, predict the reactants needed to synthesize it. The reactants are: [CH3:1][O:2][C:3](=[O:12])[C:4]1[CH:9]=[C:8]([Cl:10])[CH:7]=[C:6]([NH2:11])[CH:5]=1.[Br:13][C:14]1[CH:15]=[C:16]([CH:19]=[CH:20][CH:21]=1)[CH:17]=O. (10) Given the product [C:12]([CH:11]([C:8]1[CH:9]=[CH:10][C:5]([O:4][CH3:3])=[CH:6][CH:7]=1)[C:14]1([OH:20])[CH2:19][CH2:18][CH2:17][CH2:16][CH2:15]1)#[N:13], predict the reactants needed to synthesize it. The reactants are: [OH-].[Na+].[CH3:3][O:4][C:5]1[CH:10]=[CH:9][C:8]([CH2:11][C:12]#[N:13])=[CH:7][CH:6]=1.[C:14]1(=[O:20])[CH2:19][CH2:18][CH2:17][CH2:16][CH2:15]1.